From a dataset of Forward reaction prediction with 1.9M reactions from USPTO patents (1976-2016). Predict the product of the given reaction. (1) Given the reactants NCC1C=CC=CN=1.C(I)CCCC.[N:15]1[CH:20]=[CH:19][CH:18]=[CH:17][C:16]=1[CH2:21][NH:22][CH2:23][CH2:24][CH2:25][CH2:26][CH3:27].Cl[C:29]([O:31][CH3:32])=[O:30], predict the reaction product. The product is: [CH2:23]([N:22]([CH2:21][C:16]1[CH:17]=[CH:18][CH:19]=[CH:20][N:15]=1)[C:29](=[O:30])[O:31][CH3:32])[CH2:24][CH2:25][CH2:26][CH3:27]. (2) Given the reactants [CH3:1][C:2]1[N:7]([CH2:8][C:9]2[S:10][C:11]([C:14]([F:17])([F:16])[F:15])=[CH:12][CH:13]=2)[C:6](=[O:18])[N:5]=[C:4](SC)[N:3]=1.[F:21][C:22]1[CH:30]=[C:29]2[C:25]([C:26]3[CH2:34][CH2:33][NH:32][CH2:31][C:27]=3[NH:28]2)=[CH:24][CH:23]=1, predict the reaction product. The product is: [F:21][C:22]1[CH:30]=[C:29]2[C:25]([C:26]3[CH2:34][CH2:33][N:32]([C:4]4[N:3]=[C:2]([CH3:1])[N:7]([CH2:8][C:9]5[S:10][C:11]([C:14]([F:17])([F:16])[F:15])=[CH:12][CH:13]=5)[C:6](=[O:18])[N:5]=4)[CH2:31][C:27]=3[NH:28]2)=[CH:24][CH:23]=1. (3) Given the reactants [C:1](O)(=O)/[CH:2]=[CH:3]/[C:4]([OH:6])=O.[CH3:9][O:10][C:11]1[C:21]2[CH:20]([C:22]3[CH:27]=[CH:26][CH:25]=[CH:24][CH:23]=3)[CH2:19][CH2:18][N:17]([CH3:28])[CH2:16][C:15]=2[CH:14]=[CH:13][CH:12]=1.P(OP(O)(O)=O)(O)(O)=O.[OH-].[NH4+].Cl[CH2:41]CCl, predict the reaction product. The product is: [CH3:9][O:10][C:11]1[C:21]2[CH:20]([C:22]3[CH:27]=[CH:26][CH:25]=[CH:24][CH:23]=3)[CH2:19][CH2:18][N:17]([CH3:28])[CH2:16][C:15]=2[CH:14]=[CH:13][CH:12]=1.[CH3:41][O:6][C:4]1[CH:24]=[CH:23][C:22]2[CH:20]([C:21]3[CH:15]=[CH:14][CH:13]=[CH:12][CH:11]=3)[CH2:19][CH2:18][N:17]([CH3:16])[CH2:1][C:2]=2[CH:3]=1.